This data is from Forward reaction prediction with 1.9M reactions from USPTO patents (1976-2016). The task is: Predict the product of the given reaction. (1) Given the reactants Cl[C:2]1[CH:7]=[C:6]([Cl:8])[CH:5]=[CH:4][N:3]=1.[C:9]1(B(O)O)[CH:14]=[CH:13][CH:12]=[CH:11][CH:10]=1.C(=O)([O-])[O-].[K+].[K+].C(COC)OC, predict the reaction product. The product is: [Cl:8][C:6]1[CH:5]=[CH:4][N:3]=[C:2]([C:9]2[CH:14]=[CH:13][CH:12]=[CH:11][CH:10]=2)[CH:7]=1. (2) Given the reactants [C:1]([O:5][C:6]([C:8]1[CH:28]=[CH:27][C:11]([NH:12][C:13]2[C:18]([C:19](OCC)=[O:20])=[C:17]([CH3:24])[N:16]=[C:15]([S:25][CH3:26])[N:14]=2)=[CH:10][CH:9]=1)=[O:7])([CH3:4])([CH3:3])[CH3:2].[BH4-].[Na+].O, predict the reaction product. The product is: [OH:20][CH2:19][C:18]1[C:13]([NH:12][C:11]2[CH:27]=[CH:28][C:8]([C:6]([O:5][C:1]([CH3:2])([CH3:4])[CH3:3])=[O:7])=[CH:9][CH:10]=2)=[N:14][C:15]([S:25][CH3:26])=[N:16][C:17]=1[CH3:24]. (3) Given the reactants Br[C:2]1[CH:7]=[CH:6][C:5]([CH2:8][CH2:9][C:10]([O:12][CH3:13])=[O:11])=[CH:4][CH:3]=1.[CH2:14]([B-](F)(F)F)[CH:15]=[CH2:16].[K+].C([O-])([O-])=O.[K+].[K+], predict the reaction product. The product is: [CH2:16]([C:2]1[CH:7]=[CH:6][C:5]([CH2:8][CH2:9][C:10]([O:12][CH3:13])=[O:11])=[CH:4][CH:3]=1)[CH:15]=[CH2:14]. (4) Given the reactants C([N:8]1[CH2:13][CH2:12][CH:11]([O:14][CH:15]([C:23]2[CH:28]=[CH:27][C:26]([Cl:29])=[CH:25][CH:24]=2)[C:16]2[CH:21]=[CH:20][CH:19]=[CH:18][C:17]=2[Cl:22])[CH2:10][CH2:9]1)C1C=CC=CC=1.ClC(OC(Cl)C)=O, predict the reaction product. The product is: [Cl:22][C:17]1[CH:18]=[CH:19][CH:20]=[CH:21][C:16]=1[CH:15]([O:14][CH:11]1[CH2:12][CH2:13][NH:8][CH2:9][CH2:10]1)[C:23]1[CH:24]=[CH:25][C:26]([Cl:29])=[CH:27][CH:28]=1. (5) The product is: [C:48]([N:5]1[CH2:6][CH:7]=[C:8]([C:11]2[CH:16]=[CH:15][C:14]([NH:17][C:18]([N:20]3[CH2:28][C:27]4[CH:26]=[CH:25][N:24]=[CH:23][C:22]=4[CH2:21]3)=[O:19])=[CH:13][CH:12]=2)[CH2:9][CH2:10]1)(=[O:53])[CH:45]([CH3:46])[CH3:44]. Given the reactants C(Cl)(=O)C.[NH:5]1[CH2:10][CH:9]=[C:8]([C:11]2[CH:16]=[CH:15][C:14]([NH:17][C:18]([N:20]3[CH2:28][C:27]4[CH:26]=[CH:25][N:24]=[CH:23][C:22]=4[CH2:21]3)=[O:19])=[CH:13][CH:12]=2)[CH2:7][CH2:6]1.NC1C=C2C(=CC=1)CN(C(NC1C=[CH:46][C:45]([C:48](=[O:53])NCCC)=[CH:44]C=1)=O)C2, predict the reaction product. (6) Given the reactants [Cl:1][CH2:2][CH2:3][O:4][C:5]1[CH:6]=[C:7]([CH2:11][C:12](=[O:16])[CH2:13][C:14]#[N:15])[CH:8]=[CH:9][CH:10]=1.[CH3:17][N:18]([CH:20](OC)OC)[CH3:19].[CH3:25][O:26][C:27]1[CH:28]=[C:29]([CH:32]=[CH:33][C:34]=1[O:35][CH3:36])CN, predict the reaction product. The product is: [Cl:1][CH2:2][CH2:3][O:4][C:5]1[CH:6]=[C:7]([C:11]2[C:12](=[O:16])[C:13]([C:14]#[N:15])=[CH:20][N:18]([CH2:17][C:32]3[CH:29]=[CH:28][C:27]([O:26][CH3:25])=[C:34]([O:35][CH3:36])[CH:33]=3)[CH:19]=2)[CH:8]=[CH:9][CH:10]=1.